From a dataset of Full USPTO retrosynthesis dataset with 1.9M reactions from patents (1976-2016). Predict the reactants needed to synthesize the given product. (1) The reactants are: [Br:1][C:2]1[CH:3]=[C:4]2[C:9](=[C:10]3[CH2:14][CH2:13][CH2:12][C:11]=13)[N:8]([C:15]([O:17][C:18]([CH3:21])([CH3:20])[CH3:19])=[O:16])[C:7]([CH3:23])([CH3:22])[C:6](=[O:24])[C:5]2([CH3:26])[CH3:25].[Mn]([O-])(=O)(=O)=[O:28].[K+]. Given the product [Br:1][C:2]1[CH:3]=[C:4]2[C:9](=[C:10]3[CH2:14][CH2:13][C:12](=[O:28])[C:11]=13)[N:8]([C:15]([O:17][C:18]([CH3:19])([CH3:21])[CH3:20])=[O:16])[C:7]([CH3:23])([CH3:22])[C:6](=[O:24])[C:5]2([CH3:26])[CH3:25], predict the reactants needed to synthesize it. (2) Given the product [C:23]([C:20]1[CH:21]=[CH:22][C:17]([CH:4]([C:5]2[CH:6]=[C:7]([O:15][CH3:16])[C:8]([O:13][CH3:14])=[C:9]([O:11][CH3:12])[CH:10]=2)[C:3]([OH:33])=[O:2])=[CH:18][C:19]=1[NH:25][CH:26]1[CH2:31][CH2:30][CH:29]([OH:32])[CH2:28][CH2:27]1)#[N:24], predict the reactants needed to synthesize it. The reactants are: C[O:2][C:3](=[O:33])[CH:4]([C:17]1[CH:22]=[CH:21][C:20]([C:23]#[N:24])=[C:19]([NH:25][CH:26]2[CH2:31][CH2:30][CH:29]([OH:32])[CH2:28][CH2:27]2)[CH:18]=1)[C:5]1[CH:10]=[C:9]([O:11][CH3:12])[C:8]([O:13][CH3:14])=[C:7]([O:15][CH3:16])[CH:6]=1.[OH-].[Na+]. (3) Given the product [NH:6]1[C:7]2[C:12](=[CH:11][CH:10]=[CH:9][CH:8]=2)[C:4]([CH2:3][C@H:2]([NH:1][C:29](=[O:28])[CH2:30][CH2:31][CH2:32][C:33]2[CH:38]=[CH:37][CH:36]=[CH:35][CH:34]=2)[C:13]([OH:15])=[O:14])=[CH:5]1, predict the reactants needed to synthesize it. The reactants are: [NH2:1][C@H:2]([C:13]([OH:15])=[O:14])[CH2:3][C:4]1[C:12]2[C:7](=[CH:8][CH:9]=[CH:10][CH:11]=2)[NH:6][CH:5]=1.C([O-])(O)=O.[Na+].O=C1CCC(=O)N1[O:28][C:29](=O)[CH2:30][CH2:31][CH2:32][C:33]1[CH:38]=[CH:37][CH:36]=[CH:35][CH:34]=1.C(#N)C. (4) Given the product [C:15]([O-:34])(=[O:33])[CH2:16][CH2:17][CH2:18][CH2:19][CH2:20][CH2:21][CH2:22]/[CH:23]=[CH:24]\[CH2:25][CH2:26][CH2:27][CH2:28][CH2:29][CH2:30][CH2:31][CH3:32].[Pb+2:8].[C:15]([O-:34])(=[O:33])[CH2:16][CH2:17][CH2:18][CH2:19][CH2:20][CH2:21][CH2:22]/[CH:23]=[CH:24]\[CH2:25][CH2:26][CH2:27][CH2:28][CH2:29][CH2:30][CH2:31][CH3:32], predict the reactants needed to synthesize it. The reactants are: O.O.O.C([O-])(=O)C.[Pb+2:8].C([O-])(=O)C.[Pb]=O.[C:15]([OH:34])(=[O:33])[CH2:16][CH2:17][CH2:18][CH2:19][CH2:20][CH2:21][CH2:22]/[CH:23]=[CH:24]\[CH2:25][CH2:26][CH2:27][CH2:28][CH2:29][CH2:30][CH2:31][CH3:32]. (5) Given the product [Br:18][C:17]1[C:4]([CH2:1][CH2:2][CH2:3][OH:33])=[C:5]([O:6][Si:7]([C:10]([CH3:13])([CH3:12])[CH3:11])([CH3:8])[CH3:9])[C:14]([Cl:28])=[C:15]([CH2:19][C:20]2[CH:21]=[CH:22][C:23]([O:26][CH3:27])=[CH:24][CH:25]=2)[CH:16]=1, predict the reactants needed to synthesize it. The reactants are: [CH2:1]([C:4]1[C:17]([Br:18])=[CH:16][C:15]([CH2:19][C:20]2[CH:25]=[CH:24][C:23]([O:26][CH3:27])=[CH:22][CH:21]=2)=[C:14]([Cl:28])[C:5]=1[O:6][Si:7]([C:10]([CH3:13])([CH3:12])[CH3:11])([CH3:9])[CH3:8])[CH:2]=[CH2:3].CSC.B.[OH-:33].[Na+].OO. (6) The reactants are: Cl[C:2]1[C:12]([C:13]#[N:14])=[CH:11][C:5]([C:6]([O:8][CH2:9][CH3:10])=[O:7])=[C:4]([CH3:15])[N+:3]=1[O-:16].[CH2:17]([S:24]([NH:27][C:28]([CH:30]1[CH2:35][CH2:34][NH:33][CH2:32][CH2:31]1)=[O:29])(=[O:26])=[O:25])[C:18]1[CH:23]=[CH:22][CH:21]=[CH:20][CH:19]=1.CCN(C(C)C)C(C)C. Given the product [CH2:17]([S:24]([NH:27][C:28]([CH:30]1[CH2:35][CH2:34][N:33]([C:2]2[C:12]([C:13]#[N:14])=[CH:11][C:5]([C:6]([O:8][CH2:9][CH3:10])=[O:7])=[C:4]([CH3:15])[N+:3]=2[O-:16])[CH2:32][CH2:31]1)=[O:29])(=[O:25])=[O:26])[C:18]1[CH:19]=[CH:20][CH:21]=[CH:22][CH:23]=1, predict the reactants needed to synthesize it. (7) Given the product [Cl:1][C:2]1[CH:8]=[CH:7][C:5]([NH:6][C:18]([C:17]2[C:16]([F:15])=[N:24][CH:23]=[CH:22][CH:21]=2)=[O:19])=[CH:4][C:3]=1[C:9]1[CH:14]=[CH:13][CH:12]=[CH:11][N:10]=1, predict the reactants needed to synthesize it. The reactants are: [Cl:1][C:2]1[CH:8]=[CH:7][C:5]([NH2:6])=[CH:4][C:3]=1[C:9]1[CH:14]=[CH:13][CH:12]=[CH:11][N:10]=1.[F:15][C:16]1[N:24]=[CH:23][CH:22]=[CH:21][C:17]=1[C:18](O)=[O:19]. (8) Given the product [CH2:1]([C:7]1[CH:12]=[CH:11][C:10]2[C:13]3[C:14](=[CH:15][C:16]([CH2:19][O:20][C:21]([C:34]4[CH:39]=[CH:38][CH:37]=[CH:36][CH:35]=4)([C:28]4[CH:33]=[CH:32][CH:31]=[CH:30][CH:29]=4)[C:22]4[CH:27]=[CH:26][CH:25]=[CH:24][CH:23]=4)=[CH:17][CH:18]=3)[NH:40][C:9]=2[CH:8]=1)[CH2:2][CH2:3][CH2:4][CH2:5][CH3:6], predict the reactants needed to synthesize it. The reactants are: [CH2:1]([C:7]1[CH:12]=[CH:11][C:10]([C:13]2[CH:18]=[CH:17][C:16]([CH2:19][O:20][C:21]([C:34]3[CH:39]=[CH:38][CH:37]=[CH:36][CH:35]=3)([C:28]3[CH:33]=[CH:32][CH:31]=[CH:30][CH:29]=3)[C:22]3[CH:27]=[CH:26][CH:25]=[CH:24][CH:23]=3)=[CH:15][C:14]=2[N+:40]([O-])=O)=[CH:9][CH:8]=1)[CH2:2][CH2:3][CH2:4][CH2:5][CH3:6].